This data is from NCI-60 drug combinations with 297,098 pairs across 59 cell lines. The task is: Regression. Given two drug SMILES strings and cell line genomic features, predict the synergy score measuring deviation from expected non-interaction effect. Drug 1: CC1CCC2CC(C(=CC=CC=CC(CC(C(=O)C(C(C(=CC(C(=O)CC(OC(=O)C3CCCCN3C(=O)C(=O)C1(O2)O)C(C)CC4CCC(C(C4)OC)OCCO)C)C)O)OC)C)C)C)OC. Drug 2: C1CN(P(=O)(OC1)NCCCl)CCCl. Cell line: UACC62. Synergy scores: CSS=2.55, Synergy_ZIP=-1.42, Synergy_Bliss=-3.06, Synergy_Loewe=-2.25, Synergy_HSA=-2.10.